This data is from Full USPTO retrosynthesis dataset with 1.9M reactions from patents (1976-2016). The task is: Predict the reactants needed to synthesize the given product. (1) Given the product [Cl:18][C:14]1[CH:13]=[C:12]([C:10]2[C:9]3[C:4](=[CH:5][CH:6]=[C:7]([C:19]([C:27]4[CH:28]=[CH:29][C:30]([Cl:33])=[CH:31][CH:32]=4)([OH:20])[C:21]4[N:25]([CH3:26])[CH:24]=[N:23][CH:22]=4)[CH:8]=3)[N:3]=[C:2]([NH:1][C:39]([C:35]3[O:34][CH:38]=[CH:37][CH:36]=3)=[O:40])[CH:11]=2)[CH:17]=[CH:16][CH:15]=1, predict the reactants needed to synthesize it. The reactants are: [NH2:1][C:2]1[CH:11]=[C:10]([C:12]2[CH:17]=[CH:16][CH:15]=[C:14]([Cl:18])[CH:13]=2)[C:9]2[C:4](=[CH:5][CH:6]=[C:7]([C:19]([C:27]3[CH:32]=[CH:31][C:30]([Cl:33])=[CH:29][CH:28]=3)([C:21]3[N:25]([CH3:26])[CH:24]=[N:23][CH:22]=3)[OH:20])[CH:8]=2)[N:3]=1.[O:34]1[CH:38]=[CH:37][CH:36]=[C:35]1[C:39](Cl)=[O:40]. (2) Given the product [Cl:1][C:2]1[C:3]([CH3:26])=[N:4][O:5][C:6]=1[N:7]([CH2:20][O:21][CH2:22][CH2:23][O:24][CH3:25])[S:8]([C:11]1[C:19]2[C:14](=[N:15][CH:16]=[CH:17][CH:18]=2)[S:13][C:12]=1[CH:38]([OH:39])[C:37]1[CH:40]=[C:41]2[O:42][CH2:32][O:33][C:34]2=[CH:35][C:36]=1[CH2:43][CH2:44][O:45][Si:46]([C:49]([CH3:51])([CH3:50])[CH3:52])([CH3:47])[CH3:48])(=[O:9])=[O:10], predict the reactants needed to synthesize it. The reactants are: [Cl:1][C:2]1[C:3]([CH3:26])=[N:4][O:5][C:6]=1[N:7]([CH2:20][O:21][CH2:22][CH2:23][O:24][CH3:25])[S:8]([C:11]1[C:19]2[C:14](=[N:15][CH:16]=[CH:17][CH:18]=2)[S:13][CH:12]=1)(=[O:10])=[O:9].[Li]C(C)(C)C.[CH2:32]1[O:42][C:41]2[C:34](=[CH:35][C:36]([CH2:43][CH2:44][O:45][Si:46]([C:49]([CH3:52])([CH3:51])[CH3:50])([CH3:48])[CH3:47])=[C:37]([CH:40]=2)[CH:38]=[O:39])[O:33]1. (3) The reactants are: [OH:1][CH2:2][C@@H:3]([N:6]1[C:14](=[O:15])[C:13]2[C:8](=[CH:9][CH:10]=[CH:11][CH:12]=2)[C:7]1=[O:16])[CH:4]=[CH2:5].N1C=CN=C1.[C:22]([Si:26]([CH3:29])([CH3:28])Cl)([CH3:25])([CH3:24])[CH3:23].C(=O)(O)[O-].[Na+]. Given the product [Si:26]([O:1][CH2:2][C@@H:3]([N:6]1[C:14](=[O:15])[C:13]2[C:8](=[CH:9][CH:10]=[CH:11][CH:12]=2)[C:7]1=[O:16])[CH:4]=[CH2:5])([C:22]([CH3:25])([CH3:24])[CH3:23])([CH3:29])[CH3:28], predict the reactants needed to synthesize it. (4) The reactants are: C[O:2][C:3]([C:5]1[CH:13]=[C:12]2[C:8]([C:9]([CH:32]3[CH2:37][CH2:36][CH2:35][CH2:34][CH2:33]3)=[C:10]([C:23]3[CH:28]=[CH:27][C:26]([NH2:29])=[C:25]([CH:30]=O)[CH:24]=3)[N:11]2[CH2:14][C:15]([N:17]2[CH2:22][CH2:21][O:20][CH2:19][CH2:18]2)=[O:16])=[CH:7][CH:6]=1)=[O:4].[CH3:38][O:39][C:40]1[CH:41]=[C:42]([C:46](=O)[CH3:47])[CH:43]=[CH:44][CH:45]=1. Given the product [CH:32]1([C:9]2[C:8]3[C:12](=[CH:13][C:5]([C:3]([OH:4])=[O:2])=[CH:6][CH:7]=3)[N:11]([CH2:14][C:15]([N:17]3[CH2:18][CH2:19][O:20][CH2:21][CH2:22]3)=[O:16])[C:10]=2[C:23]2[CH:24]=[C:25]3[C:26](=[CH:27][CH:28]=2)[N:29]=[C:46]([C:42]2[CH:43]=[CH:44][CH:45]=[C:40]([O:39][CH3:38])[CH:41]=2)[CH:47]=[CH:30]3)[CH2:37][CH2:36][CH2:35][CH2:34][CH2:33]1, predict the reactants needed to synthesize it. (5) Given the product [CH3:22][C:19]1([CH3:23])[O:18][C@@H:17]([CH2:16][CH2:15][NH:14][C:13]([CH:12]2[N:11]3[CH:10]([CH2:25][C:26]([CH3:33])([CH3:34])[CH2:27]3)[C:9]([C:37]3[CH:42]=[CH:41][C:40]([Cl:43])=[CH:39][C:38]=3[F:44])([C:35]#[N:36])[CH:8]2[C:4]2[CH:5]=[CH:6][CH:7]=[C:2]([Cl:1])[C:3]=2[F:45])=[O:24])[CH2:21][O:52]1, predict the reactants needed to synthesize it. The reactants are: [Cl:1][C:2]1[C:3]([F:45])=[C:4]([C@H:8]2[C@H:12]([C:13](=[O:24])[NH:14][CH2:15][CH2:16][C@H:17]3[CH2:21]O[C:19]([CH3:23])([CH3:22])[O:18]3)[NH:11][C@@H:10]([CH2:25][C:26]([CH3:34])([CH3:33])[CH2:27]OS(C)(=O)=O)[C@@:9]2([C:37]2[CH:42]=[CH:41][C:40]([Cl:43])=[CH:39][C:38]=2[F:44])[C:35]#[N:36])[CH:5]=[CH:6][CH:7]=1.C([O-])([O-])=O.[Cs+].[Cs+].[OH2:52]. (6) The reactants are: [CH3:1][C@@H:2]([C@@H:9]1[C@@:13]2([CH3:28])[CH2:14][CH2:15][CH2:16]/[C:17](=[CH:18]\[CH:19]=[C:20]3\[CH2:21][C@@H:22](O)[CH2:23][CH2:24][C:25]\3=[CH2:26])/[C@@H:12]2[CH2:11][CH2:10]1)[CH2:3][CH2:4][CH2:5][CH:6]([CH3:8])[CH3:7].[C:29]1(=[O:39])[NH:33][C:32](=[O:34])[C:31]2=[CH:35][CH:36]=[CH:37][CH:38]=[C:30]12.C1(P(C2C=CC=CC=2)C2C=CC=CC=2)C=CC=CC=1.CCOC(/N=N/C(OCC)=O)=O. Given the product [C:29]1(=[O:39])[N:33]([CH:22]2[CH2:23][CH2:24][C@@:25]3([CH3:26])[CH:20]([CH2:19][CH2:18][C@@H:17]4[C@@H:16]3[CH2:15][CH2:14][C@@:13]3([CH3:28])[C@H:12]4[CH2:11][CH2:10][C@@H:9]3[C@H:2]([CH3:1])[CH2:3][CH2:4][CH2:5][CH:6]([CH3:8])[CH3:7])[CH2:21]2)[C:32](=[O:34])[C:31]2=[CH:35][CH:36]=[CH:37][CH:38]=[C:30]12, predict the reactants needed to synthesize it.